Dataset: Catalyst prediction with 721,799 reactions and 888 catalyst types from USPTO. Task: Predict which catalyst facilitates the given reaction. (1) Reactant: C(=O)([O-])[O-].[K+].[K+].[Cl:7][C:8]1[CH:13]=[CH:12][C:11]([C:14]2[CH:19]=[CH:18][C:17]([CH2:20][CH2:21][C@@H:22]([O:40]C=O)[C@@H:23]([CH2:27][CH2:28][N:29]3[C:37](=[O:38])[C:36]4[C:31](=[CH:32][CH:33]=[CH:34][CH:35]=4)[C:30]3=[O:39])[C:24]([OH:26])=[O:25])=[CH:16][CH:15]=2)=[CH:10][CH:9]=1. Product: [Cl:7][C:8]1[CH:13]=[CH:12][C:11]([C:14]2[CH:15]=[CH:16][C:17]([CH2:20][CH2:21][C@@H:22]([OH:40])[C@@H:23]([CH2:27][CH2:28][N:29]3[C:30](=[O:39])[C:31]4[C:36](=[CH:35][CH:34]=[CH:33][CH:32]=4)[C:37]3=[O:38])[C:24]([OH:26])=[O:25])=[CH:18][CH:19]=2)=[CH:10][CH:9]=1. The catalyst class is: 5. (2) Reactant: B(F)(F)F.[CH3:5]COCC.[CH3:10][O:11][C:12]1[CH:13]=[C:14]([C:18]2[CH2:19][CH2:20][CH2:21][N:22]=2)[CH:15]=[CH:16][CH:17]=1.C[Li].C(=O)=O.CC(C)=O.Cl. Product: [CH3:10][O:11][C:12]1[CH:13]=[C:14]([C:18]2([CH3:5])[CH2:19][CH2:20][CH2:21][NH:22]2)[CH:15]=[CH:16][CH:17]=1. The catalyst class is: 595. (3) Reactant: C([O-])([O-])=O.[K+].[K+].CS([N:11]1CCNC[CH2:12]1)(=O)=O.[CH:17]1[CH:18]=[C:19]2[C:24]3=[C:25]([O:27][C:28]4([C:35]5[CH:36]=[CH:37][CH:38]=[C:39]([O:40][CH2:41][C:42]6[CH:43]=[CH:44]O[CH:46]=6)[C:34]=5[C:32](=[O:33])[CH:31]=[CH:30]4)[O:29][C:23]3=[CH:22][CH:21]=[CH:20]2)[CH:26]=1.O. Product: [CH:17]1[CH:18]=[C:19]2[C:24]3=[C:25]([O:27][C:28]4([C:35]5[CH:36]=[CH:37][CH:38]=[C:39]([O:40][CH2:41][C:42]6[CH:43]=[CH:44][CH:12]=[N:11][CH:46]=6)[C:34]=5[C:32](=[O:33])[CH:31]=[CH:30]4)[O:29][C:23]3=[CH:22][CH:21]=[CH:20]2)[CH:26]=1. The catalyst class is: 1. (4) Reactant: [CH3:1][S:2]([N:5]1[CH2:10][CH2:9][O:8][C@H:7]([CH2:11][O:12][C:13]2[C:18]3=[N:19][CH:20]=[CH:21][N:22]=[C:17]3[CH:16]=[C:15]([C:23]3[CH:28]=[CH:27][C:26]([C:29](=[O:31])[CH3:30])=[CH:25][CH:24]=3)[N:14]=2)[CH2:6]1)(=[O:4])=[O:3].CC(C[AlH]CC(C)C)C. Product: [CH3:1][S:2]([N:5]1[CH2:10][CH2:9][O:8][C@H:7]([CH2:11][O:12][C:13]2[C:18]3=[N:19][CH:20]=[CH:21][N:22]=[C:17]3[CH:16]=[C:15]([C:23]3[CH:28]=[CH:27][C:26]([CH:29]([OH:31])[CH3:30])=[CH:25][CH:24]=3)[N:14]=2)[CH2:6]1)(=[O:4])=[O:3]. The catalyst class is: 2.